This data is from HIV replication inhibition screening data with 41,000+ compounds from the AIDS Antiviral Screen. The task is: Binary Classification. Given a drug SMILES string, predict its activity (active/inactive) in a high-throughput screening assay against a specified biological target. (1) The molecule is COC(=O)CN(CC(=O)OC)S(=O)(=O)c1ccc(-c2c3nc(c(-c4ccc(S(=O)(=O)N(CC(=O)OC)CC(=O)OC)cc4)c4ccc([nH]4)c(-c4ccc(S(=O)(=O)N(CC(=O)OC)CC(=O)OC)cc4)c4nc(c(-c5ccc(S(=O)(=O)N(CC(=O)OC)CC(=O)OC)cc5)c5ccc2[nH]5)C=C4)C=C3)cc1. The result is 0 (inactive). (2) The compound is COc1ccc2c(c1)OC(C)(C)C1c3c(cc(OC)c(O)c3C)OC21. The result is 0 (inactive).